Dataset: Peptide-MHC class I binding affinity with 185,985 pairs from IEDB/IMGT. Task: Regression. Given a peptide amino acid sequence and an MHC pseudo amino acid sequence, predict their binding affinity value. This is MHC class I binding data. (1) The MHC is HLA-A32:01 with pseudo-sequence HLA-A32:01. The peptide sequence is VGNVYVKF. The binding affinity (normalized) is 0.229. (2) The MHC is HLA-A30:01 with pseudo-sequence HLA-A30:01. The binding affinity (normalized) is 0.546. The peptide sequence is RTIMAVLFV. (3) The binding affinity (normalized) is 0.409. The peptide sequence is ITTLLNETA. The MHC is HLA-A02:06 with pseudo-sequence HLA-A02:06.